This data is from Forward reaction prediction with 1.9M reactions from USPTO patents (1976-2016). The task is: Predict the product of the given reaction. (1) Given the reactants [F:1][C:2]1[CH:7]=[CH:6][C:5]([C:8]2[O:9][CH:10]=[C:11]([C:13]([CH3:17])([CH3:16])[CH2:14][NH2:15])[N:12]=2)=[CH:4][CH:3]=1.[F:18][C:19]([F:37])([F:36])[C:20]([C:22]1[S:26][C:25]([C:27]2[CH:28]=[C:29]([CH:33]=[CH:34][CH:35]=2)[C:30](O)=[O:31])=[CH:24][CH:23]=1)=[O:21], predict the reaction product. The product is: [F:1][C:2]1[CH:3]=[CH:4][C:5]([C:8]2[O:9][CH:10]=[C:11]([C:13]([CH3:17])([CH3:16])[CH2:14][NH:15][C:30](=[O:31])[C:29]3[CH:33]=[CH:34][CH:35]=[C:27]([C:25]4[S:26][C:22]([C:20](=[O:21])[C:19]([F:18])([F:36])[F:37])=[CH:23][CH:24]=4)[CH:28]=3)[N:12]=2)=[CH:6][CH:7]=1. (2) Given the reactants Cl[C:2]1[C:6]2[CH:7]=[C:8]([CH:20]=[O:21])[C:9]([N:12]3[CH2:17][C@H:16]([CH3:18])[O:15][C@H:14]([CH3:19])[CH2:13]3)=[C:10]([F:11])[C:5]=2[O:4][N:3]=1.[O-]P([O-])([O-])=O.[K+].[K+].[K+].[CH3:30][C:31]1[CH:35]=[C:34]([CH3:36])[NH:33][N:32]=1.C1(P(C2CCCCC2)C2C=CC=CC=2C2C(OC)=CC=CC=2OC)CCCCC1, predict the reaction product. The product is: [CH3:19][C@H:14]1[O:15][C@@H:16]([CH3:18])[CH2:17][N:12]([C:9]2[C:8]([CH:20]=[O:21])=[CH:7][C:6]3[C:2]([N:32]4[C:31]([CH3:30])=[CH:35][C:34]([CH3:36])=[N:33]4)=[N:3][O:4][C:5]=3[C:10]=2[F:11])[CH2:13]1. (3) Given the reactants [NH2:1][C:2]1[CH:16]=[CH:15][CH:14]=[CH:13][C:3]=1[C:4]([NH:6][CH2:7][CH2:8][CH2:9][C:10]([OH:12])=[O:11])=[O:5].C[Si](Cl)(C)C.C(N(CC)CC)C.[Cl:29][C:30]1[CH:31]=[C:32]([CH:36]=[CH:37][CH:38]=1)[C:33](Cl)=[O:34].[OH-].[Na+].Cl, predict the reaction product. The product is: [Cl:29][C:30]1[CH:31]=[C:32]([CH:36]=[CH:37][CH:38]=1)[C:33]([NH:1][C:2]1[CH:16]=[CH:15][CH:14]=[CH:13][C:3]=1[C:4]([NH:6][CH2:7][CH2:8][CH2:9][C:10]([OH:12])=[O:11])=[O:5])=[O:34]. (4) Given the reactants [F:1][C:2]1[CH:10]=[C:9]2[C:5]([C:6]([C:20]3[CH:21]=[CH:22][C:23]([NH:26][C:27](=[O:33])[O:28][C:29]([CH3:32])([CH3:31])[CH3:30])=[N:24][CH:25]=3)=[CH:7][N:8]2[S:11]([C:14]2[CH:19]=[CH:18][CH:17]=[CH:16][CH:15]=2)(=[O:13])=[O:12])=[CH:4][CH:3]=1.[H-].[Na+].[CH:36]([S:38]([CH3:41])(=[O:40])=[O:39])=[CH2:37], predict the reaction product. The product is: [F:1][C:2]1[CH:10]=[C:9]2[C:5]([C:6]([C:20]3[CH:21]=[CH:22][C:23]([N:26]([CH2:37][CH2:36][S:38]([CH3:41])(=[O:40])=[O:39])[C:27](=[O:33])[O:28][C:29]([CH3:30])([CH3:32])[CH3:31])=[N:24][CH:25]=3)=[CH:7][N:8]2[S:11]([C:14]2[CH:15]=[CH:16][CH:17]=[CH:18][CH:19]=2)(=[O:13])=[O:12])=[CH:4][CH:3]=1. (5) Given the reactants [Cl:1][C:2]1[CH:7]=[C:6]([I:8])[CH:5]=[CH:4][C:3]=1[NH:9][C:10]1[N:15]([CH3:16])[C:14](=[O:17])[C:13]2[CH:18]=[CH:19][O:20][C:12]=2[C:11]=1[C:21](OC)=[O:22].[CH:25]([O:27][CH2:28][CH2:29][O:30][NH2:31])=[CH2:26].[Li+].C[Si]([N-][Si](C)(C)C)(C)C, predict the reaction product. The product is: [Cl:1][C:2]1[CH:7]=[C:6]([I:8])[CH:5]=[CH:4][C:3]=1[NH:9][C:10]1[N:15]([CH3:16])[C:14](=[O:17])[C:13]2[CH:18]=[CH:19][O:20][C:12]=2[C:11]=1[C:21]([NH:31][O:30][CH2:29][CH2:28][O:27][CH:25]=[CH2:26])=[O:22]. (6) Given the reactants Br[C:2]1[CH:7]=[CH:6][C:5]([C:8]2[O:12][N:11]=[C:10]([CH3:13])[C:9]=2[NH:14][CH:15]([CH3:28])[CH2:16][CH2:17][C:18]2[CH:23]=[CH:22][CH:21]=[C:20]([C:24]([F:27])([F:26])[F:25])[CH:19]=2)=[CH:4][CH:3]=1.[B:29]1([B:29]2[O:33][C:32]([CH3:35])([CH3:34])[C:31]([CH3:37])([CH3:36])[O:30]2)[O:33][C:32]([CH3:35])([CH3:34])[C:31]([CH3:37])([CH3:36])[O:30]1, predict the reaction product. The product is: [CH3:13][C:10]1[C:9]([NH:14][CH:15]([CH3:28])[CH2:16][CH2:17][C:18]2[CH:23]=[CH:22][CH:21]=[C:20]([C:24]([F:27])([F:26])[F:25])[CH:19]=2)=[C:8]([C:5]2[CH:6]=[CH:7][C:2]([B:29]3[O:33][C:32]([CH3:35])([CH3:34])[C:31]([CH3:37])([CH3:36])[O:30]3)=[CH:3][CH:4]=2)[O:12][N:11]=1.